Dataset: Forward reaction prediction with 1.9M reactions from USPTO patents (1976-2016). Task: Predict the product of the given reaction. (1) Given the reactants Cl[C:2]1[N:7]=[C:6]([O:8][CH2:9][C:10]([F:13])([F:12])[F:11])[N:5]=[C:4]([NH:14][C:15]2[CH:27]=[CH:26][C:18]([C:19]([O:21][C:22]([CH3:25])([CH3:24])[CH3:23])=[O:20])=[CH:17][CH:16]=2)[N:3]=1.[Br:28][C:29]1[CH:30]=[C:31]([C:35]2([NH2:38])[CH2:37][CH2:36]2)[CH:32]=[CH:33][CH:34]=1.CCN(C(C)C)C(C)C, predict the reaction product. The product is: [Br:28][C:29]1[CH:30]=[C:31]([C:35]2([NH:38][C:2]3[N:7]=[C:6]([O:8][CH2:9][C:10]([F:13])([F:12])[F:11])[N:5]=[C:4]([NH:14][C:15]4[CH:27]=[CH:26][C:18]([C:19]([O:21][C:22]([CH3:25])([CH3:24])[CH3:23])=[O:20])=[CH:17][CH:16]=4)[N:3]=3)[CH2:36][CH2:37]2)[CH:32]=[CH:33][CH:34]=1. (2) The product is: [C:1]([C:4]1[CH:9]=[C:8]([Cl:10])[C:7]([C:21]#[N:22])=[C:6]([CH:12]2[CH2:13][C:14](=[O:17])[NH:15][CH2:16]2)[C:5]=1[O:18][CH2:19][CH3:20])(=[O:3])[CH3:2]. Given the reactants [C:1]([C:4]1[C:5]([O:18][CH2:19][CH3:20])=[C:6]([CH:12]2[CH2:16][NH:15][C:14](=[O:17])[CH2:13]2)[C:7](F)=[C:8]([Cl:10])[CH:9]=1)(=[O:3])[CH3:2].[C-:21]#[N:22].[Na+].O, predict the reaction product. (3) Given the reactants C(C1[C:13]2[C:8](=[N:9][C:10]([N:15]([C:23]([O:25][C:26]([CH3:29])([CH3:28])[CH3:27])=[O:24])[C:16]([O:18][C:19]([CH3:22])([CH3:21])[CH3:20])=[O:17])=[N:11][C:12]=2[Cl:14])[N:7]([CH2:30][C:31]2[C:36]([CH3:37])=[C:35]([O:38][CH3:39])[C:34]([CH3:40])=[CH:33][N:32]=2)[N:6]=1)CC=C.C[N+]1([O-])CC[O:45][CH2:44]C1.[O:49]1[CH2:53][CH2:52][CH2:51][CH2:50]1.S([O-])([O-])(=O)=S.[Na+].[Na+], predict the reaction product. The product is: [Cl:14][C:12]1[N:11]=[C:10]([N:15]([C:16]([O:18][C:19]([CH3:21])([CH3:22])[CH3:20])=[O:17])[C:23]([O:25][C:26]([CH3:27])([CH3:29])[CH3:28])=[O:24])[N:9]=[C:8]2[N:7]([CH2:30][C:31]3[C:36]([CH3:37])=[C:35]([O:38][CH3:39])[C:34]([CH3:40])=[CH:33][N:32]=3)[N:6]=[C:50]([CH2:51][CH2:52][CH:53]([OH:49])[CH2:44][OH:45])[C:13]=12.